Dataset: Full USPTO retrosynthesis dataset with 1.9M reactions from patents (1976-2016). Task: Predict the reactants needed to synthesize the given product. (1) Given the product [NH:1]1[C:9]2[C:4](=[CH:5][C:6]([C:10]3[C:18]4[C:13](=[N:14][CH:15]=[C:16]([C:19]5[CH:26]=[CH:25][C:22]([CH2:39][N:40]6[CH2:45][CH2:44][N:43]([CH3:46])[CH2:42][CH2:41]6)=[C:21]([O:27][CH3:28])[CH:20]=5)[CH:17]=4)[NH:12][CH:11]=3)=[CH:7][CH:8]=2)[CH:3]=[CH:2]1, predict the reactants needed to synthesize it. The reactants are: [NH:1]1[C:9]2[C:4](=[CH:5][C:6]([C:10]3[C:18]4[C:13](=[N:14][CH:15]=[C:16]([C:19]5[CH:26]=[CH:25][C:22](C=O)=[C:21]([O:27][CH3:28])[CH:20]=5)[CH:17]=4)[N:12](S(C4C=CC(C)=CC=4)(=O)=O)[CH:11]=3)=[CH:7][CH:8]=2)[CH:3]=[CH:2]1.[CH3:39][N:40]1[CH2:45][CH2:44][NH:43][CH2:42][CH2:41]1.[C:46](O[BH-](OC(=O)C)OC(=O)C)(=O)C.[Na+]. (2) Given the product [CH2:12]([NH:19][CH2:20][CH2:21][C:22]1[CH:23]=[CH:24][C:25]([O:26][C:27]2[CH:28]=[CH:29][C:30]([O:10][C:8](=[O:9])[CH3:4])=[CH:31][CH:32]=2)=[CH:36][CH:37]=1)[C:13]1[CH:14]=[CH:15][CH:16]=[CH:17][CH:18]=1, predict the reactants needed to synthesize it. The reactants are: ClC1C=CC=[C:4]([C:8]([O:10]O)=[O:9])C=1.[CH2:12]([NH:19][CH2:20][CH2:21][C:22]1[CH:37]=[CH:36][C:25]([O:26][C:27]2[CH:32]=[CH:31][C:30](C(=O)C)=[CH:29][CH:28]=2)=[CH:24][CH:23]=1)[C:13]1[CH:18]=[CH:17][CH:16]=[CH:15][CH:14]=1. (3) Given the product [F:21][C:22]1[CH:23]=[C:24]([N:37]2[CH2:41][C@H:40]([CH2:42][NH:43][C:44](=[O:46])[CH3:45])[O:39][C:38]2=[O:47])[CH:25]=[CH:26][C:27]=1[C:2]1[S:6][C:5]([CH2:7][O:8][C@@H:9]2[CH2:14][O:13][C:12]3=[N:15][C:16]([N+:18]([O-:20])=[O:19])=[CH:17][N:11]3[CH2:10]2)=[CH:4][CH:3]=1, predict the reactants needed to synthesize it. The reactants are: Br[C:2]1[S:6][C:5]([CH2:7][O:8][C@@H:9]2[CH2:14][O:13][C:12]3=[N:15][C:16]([N+:18]([O-:20])=[O:19])=[CH:17][N:11]3[CH2:10]2)=[CH:4][CH:3]=1.[F:21][C:22]1[CH:23]=[C:24]([N:37]2[CH2:41][C@H:40]([CH2:42][NH:43][C:44](=[O:46])[CH3:45])[O:39][C:38]2=[O:47])[CH:25]=[CH:26][C:27]=1B1OC(C)(C)C(C)(C)O1.C([O-])([O-])=O.[K+].[K+]. (4) Given the product [CH2:10]([C:9]1[CH:8]=[C:7]([C:15]2[C:23]3[C:18](=[N:19][CH:20]=[CH:21][CH:22]=3)[NH:17][CH:16]=2)[N:37]=[C:36]([NH2:38])[N:35]=1)[CH2:11][CH2:12][CH3:13], predict the reactants needed to synthesize it. The reactants are: C(=O)([O-])[O-].[Na+].[Na+].[C:7]([C:15]1[C:23]2[C:18](=[N:19][CH:20]=[CH:21][CH:22]=2)[N:17](C(OC(C)(C)C)=O)[CH:16]=1)(=O)[C:8]#[C:9][CH2:10][CH2:11][CH2:12][CH3:13].C(=O)(O)O.[NH2:35][C:36]([NH2:38])=[NH:37].